The task is: Predict the reactants needed to synthesize the given product.. This data is from Full USPTO retrosynthesis dataset with 1.9M reactions from patents (1976-2016). (1) Given the product [CH2:8]([O:7][C:6](=[O:15])[N:5]([CH2:16][CH2:17][C:18]1[C:26]2[S:25][C:24](=[O:27])[NH:23][C:22]=2[C:21]([OH:28])=[CH:20][CH:19]=1)[CH2:4][CH:3]=[O:2])[C:9]1[CH:10]=[CH:11][CH:12]=[CH:13][CH:14]=1, predict the reactants needed to synthesize it. The reactants are: C[O:2][CH:3](OC)[CH2:4][N:5]([CH2:16][CH2:17][C:18]1[C:26]2[S:25][C:24](=[O:27])[NH:23][C:22]=2[C:21]([OH:28])=[CH:20][CH:19]=1)[C:6](=[O:15])[O:7][CH2:8][C:9]1[CH:14]=[CH:13][CH:12]=[CH:11][CH:10]=1.Cl.C1(C)C=CC=CC=1. (2) Given the product [C:1]1([C:7]2[S:8][C:9]([Br:12])=[CH:10][CH:11]=2)[CH:2]=[CH:3][CH:4]=[CH:5][CH:6]=1, predict the reactants needed to synthesize it. The reactants are: [C:1]1([C:7]2[S:8][CH:9]=[CH:10][CH:11]=2)[CH:6]=[CH:5][CH:4]=[CH:3][CH:2]=1.[Br:12]N1C(=O)CCC1=O. (3) Given the product [Cl:1][C:2]1[CH:3]=[CH:4][C:5]([S:8]([CH:11]([C:22]2[CH:27]=[C:26]([F:28])[CH:25]=[CH:24][C:23]=2[F:29])[C:12]2[C:13]([CH3:21])=[CH:14][C:15]([C:18]([N:32]([CH3:33])[CH3:31])=[O:19])=[N:16][CH:17]=2)(=[O:9])=[O:10])=[CH:6][CH:7]=1, predict the reactants needed to synthesize it. The reactants are: [Cl:1][C:2]1[CH:7]=[CH:6][C:5]([S:8]([CH:11]([C:22]2[CH:27]=[C:26]([F:28])[CH:25]=[CH:24][C:23]=2[F:29])[C:12]2[C:13]([CH3:21])=[CH:14][C:15]([C:18](O)=[O:19])=[N:16][CH:17]=2)(=[O:10])=[O:9])=[CH:4][CH:3]=1.Cl.[CH3:31][NH:32][CH3:33].ON1C2C=CC=CC=2N=N1.CN1CCOCC1.Cl.C(N=C=NCCCN(C)C)C. (4) Given the product [Br:26][C:21]1[CH:22]=[CH:23][CH:24]=[CH:25][C:20]=1/[CH:19]=[CH:7]/[C:6]1[CH:9]=[C:2]([Cl:1])[CH:3]=[CH:4][C:5]=1[OH:10], predict the reactants needed to synthesize it. The reactants are: [Cl:1][C:2]1[CH:9]=[C:6]([CH:7]=O)[C:5]([OH:10])=[CH:4][CH:3]=1.C(OP([CH2:19][C:20]1[CH:25]=[CH:24][CH:23]=[CH:22][C:21]=1[Br:26])(=O)OCC)C.CC(C)([O-])C.[K+].Cl. (5) Given the product [CH2:1]1[S:5][C@H:4]([CH2:6][OH:7])[O:3][C@@H:2]1[N:8]1[C:13](=[O:14])[N:12]=[C:11]([NH2:15])[C:10]([F:16])=[CH:9]1.[C:17]([O-:30])(=[O:29])/[CH:18]=[CH:19]/[C:20]1[CH:28]=[CH:27][C:25]([OH:26])=[C:22]([O:23][CH3:24])[CH:21]=1, predict the reactants needed to synthesize it. The reactants are: [CH2:1]1[S:5][C@H:4]([CH2:6][OH:7])[O:3][C@@H:2]1[N:8]1[C:13](=[O:14])[N:12]=[C:11]([NH2:15])[C:10]([F:16])=[CH:9]1.[C:17]([OH:30])(=[O:29])/[CH:18]=[CH:19]/[C:20]1[CH:28]=[CH:27][C:25]([OH:26])=[C:22]([O:23][CH3:24])[CH:21]=1.